Dataset: Full USPTO retrosynthesis dataset with 1.9M reactions from patents (1976-2016). Task: Predict the reactants needed to synthesize the given product. (1) Given the product [Cl:1][C:2]1[C:19]([F:20])=[CH:18][CH:17]=[C:16]([F:21])[C:3]=1[CH2:4][N:5]1[CH2:10][CH2:9][NH:8][C:7]2[N:11]=[CH:12][C:13]([C:38]3[CH:39]=[CH:40][C:35]([C:33]([N:30]4[CH2:29][CH2:28][CH:27]([N:22]5[CH2:23][CH2:24][CH2:25][CH2:26]5)[CH2:32][CH2:31]4)=[O:34])=[CH:36][CH:37]=3)=[CH:14][C:6]1=2, predict the reactants needed to synthesize it. The reactants are: [Cl:1][C:2]1[C:19]([F:20])=[CH:18][CH:17]=[C:16]([F:21])[C:3]=1[CH2:4][N:5]1[CH2:10][CH2:9][NH:8][C:7]2[N:11]=[CH:12][C:13](I)=[CH:14][C:6]1=2.[N:22]1([CH:27]2[CH2:32][CH2:31][N:30]([C:33]([C:35]3[CH:40]=[CH:39][C:38](B4OC(C)(C)C(C)(C)O4)=[CH:37][CH:36]=3)=[O:34])[CH2:29][CH2:28]2)[CH2:26][CH2:25][CH2:24][CH2:23]1. (2) Given the product [C:16]([O:15][C@H:9]1[C@H:10]([O:11][C:12](=[O:14])[CH3:13])[C@@H:5]([O:4][C:1](=[O:3])[CH3:2])[C@H:6]([C:26]2[CH:31]=[CH:30][C:29]([Cl:32])=[C:28]([CH2:33][O:34][C:35]3[CH:36]=[CH:37][CH:38]=[CH:39][CH:40]=3)[CH:27]=2)[O:7][C@@H:8]1[CH2:19][O:20][C:21](=[O:23])[CH3:22])(=[O:18])[CH3:17], predict the reactants needed to synthesize it. The reactants are: [C:1]([O:4][C@@H:5]1[C@@H:10]([O:11][C:12](=[O:14])[CH3:13])[C@H:9]([O:15][C:16](=[O:18])[CH3:17])[C@@H:8]([CH2:19][O:20][C:21](=[O:23])[CH3:22])[O:7][C@:6]1([C:26]1[CH:31]=[CH:30][C:29]([Cl:32])=[C:28]([CH2:33][O:34][C:35]2[CH:40]=[CH:39][CH:38]=[CH:37][CH:36]=2)[CH:27]=1)OC)(=[O:3])[CH3:2].C([SiH](CC)CC)C.O.B(F)(F)F.CCOCC. (3) Given the product [Cl:1][C:2]1[CH:7]=[CH:6][C:5]([CH:8]([C:20]2[CH:21]=[CH:22][C:23]([S:26]([CH3:29])(=[O:27])=[O:28])=[CH:24][CH:25]=2)[CH2:9][C:10]([C:12]2[CH:17]=[CH:16][C:15](=[O:18])[NH:14][CH:13]=2)=[O:11])=[C:4]([CH3:30])[CH:3]=1, predict the reactants needed to synthesize it. The reactants are: [Cl:1][C:2]1[CH:7]=[CH:6][C:5]([CH:8]([C:20]2[CH:25]=[CH:24][C:23]([S:26]([CH3:29])(=[O:28])=[O:27])=[CH:22][CH:21]=2)[CH2:9][C:10]([C:12]2[CH:13]=[N:14][C:15]([O:18]C)=[CH:16][CH:17]=2)=[O:11])=[C:4]([CH3:30])[CH:3]=1.Cl. (4) Given the product [CH3:1][N:2]1[C:10]2[C:5](=[CH:6][C:7]([C:29]3[CH:30]=[N:31][CH:32]=[C:33]([CH:37]=3)[C:34]([NH2:36])=[O:35])=[CH:8][CH:9]=2)[CH2:4][C:3]1=[O:20], predict the reactants needed to synthesize it. The reactants are: [CH3:1][N:2]1[C:10]2[C:5](=[CH:6][C:7](B3OC(C)(C)C(C)(C)O3)=[CH:8][CH:9]=2)[CH2:4][C:3]1=[O:20].O.C(=O)([O-])[O-].[Na+].[Na+].Br[C:29]1[CH:30]=[N:31][CH:32]=[C:33]([CH:37]=1)[C:34]([NH2:36])=[O:35]. (5) Given the product [P:23]([OH:27])([OH:26])([OH:25])=[O:24].[C:1]1([C:7]2[S:11][C:10]([O:12][C@@H:13]3[CH:20]4[CH2:21][N:16]5[CH2:17][CH:18]([CH2:22][CH:14]3[CH2:15]5)[CH2:19]4)=[N:9][N:8]=2)[CH:2]=[CH:3][CH:4]=[CH:5][CH:6]=1, predict the reactants needed to synthesize it. The reactants are: [C:1]1([C:7]2[S:11][C:10]([O:12][C@@H:13]3[CH:20]4[CH2:21][N:16]5[CH2:17][CH:18]([CH2:22][CH:14]3[CH2:15]5)[CH2:19]4)=[N:9][N:8]=2)[CH:6]=[CH:5][CH:4]=[CH:3][CH:2]=1.[P:23](=[O:27])([OH:26])([OH:25])[OH:24]. (6) Given the product [Br:1][C:2]1[CH:3]=[CH:4][C:5]([N:8]2[C:9]3[N:10]=[C:11]([Cl:16])[N:12]=[CH:13][C:14]=3[N:15]=[N:17]2)=[CH:6][CH:7]=1, predict the reactants needed to synthesize it. The reactants are: [Br:1][C:2]1[CH:7]=[CH:6][C:5]([NH:8][C:9]2[C:14]([NH2:15])=[CH:13][N:12]=[C:11]([Cl:16])[N:10]=2)=[CH:4][CH:3]=1.[N:17](OCCCC)=O.